Task: Predict the reaction yield, written as a fraction of the theoretical maximum amount of product (1.0 means a 100% yield; for example, 0.34 means a 34% yield).. Dataset: Reaction yield outcomes from USPTO patents with 853,638 reactions (1) The reactants are [Cl:1][C:2]1[CH:12]=[C:11](Br)[CH:10]=[CH:9][C:3]=1[C:4]([O:6][CH2:7][CH3:8])=[O:5].[CH:14]([B-](F)(F)F)=[CH2:15].[K+].C(=O)([O-])[O-].[K+].[K+]. The catalyst is CS(C)=O.O. The product is [Cl:1][C:2]1[CH:12]=[C:11]([CH:14]=[CH2:15])[CH:10]=[CH:9][C:3]=1[C:4]([O:6][CH2:7][CH3:8])=[O:5]. The yield is 0.690. (2) The reactants are [NH2:1][C:2]1[C:3]2[N:4]([C:8]([C@@H:30]3[O:35][CH2:34][C@H:33]([CH2:36][OH:37])[NH:32][CH2:31]3)=[N:9][C:10]=2[C:11]2[CH:29]=[CH:28][C:14]([C:15]([NH:17][C:18]3[CH:23]=[C:22]([C:24]([F:27])([F:26])[F:25])[CH:21]=[CH:20][N:19]=3)=[O:16])=[CH:13][CH:12]=2)[CH:5]=[CH:6][N:7]=1.C(N(C(C)C)C(C)C)C.[C:47](N1C=CN=C1)(N1C=CN=C1)=[O:48]. The catalyst is ClCCl. The product is [NH2:1][C:2]1[C:3]2[N:4]([C:8]([C@@H:30]3[O:35][CH2:34][C@@H:33]4[CH2:36][O:37][C:47](=[O:48])[N:32]4[CH2:31]3)=[N:9][C:10]=2[C:11]2[CH:29]=[CH:28][C:14]([C:15]([NH:17][C:18]3[CH:23]=[C:22]([C:24]([F:26])([F:25])[F:27])[CH:21]=[CH:20][N:19]=3)=[O:16])=[CH:13][CH:12]=2)[CH:5]=[CH:6][N:7]=1. The yield is 0.480. (3) The catalyst is O1CCCC1. The reactants are [F:1][C:2]1[C:7]([CH2:8][OH:9])=[CH:6][CH:5]=[CH:4][C:3]=1[NH:10][S:11]([CH2:14][CH2:15][CH3:16])(=[O:13])=[O:12].CC(OI1(OC(C)=O)(OC(C)=O)OC(=O)C2C=CC=CC1=2)=O.O. The yield is 0.500. The product is [F:1][C:2]1[C:7]([CH:8]=[O:9])=[CH:6][CH:5]=[CH:4][C:3]=1[NH:10][S:11]([CH2:14][CH2:15][CH3:16])(=[O:13])=[O:12]. (4) The reactants are C1(S([N:10]2[C:18]3[C:13](=[CH:14][C:15]([CH2:19][CH3:20])=[CH:16][CH:17]=3)[CH2:12][CH2:11]2)(=O)=O)C=CC=CC=1.[OH-].[Na+]. The catalyst is Br. The product is [CH2:19]([C:15]1[CH:14]=[C:13]2[C:18](=[CH:17][CH:16]=1)[NH:10][CH2:11][CH2:12]2)[CH3:20]. The yield is 0.320. (5) The reactants are [F:1][C:2]([F:15])([F:14])[S:3]([O:6]S(C(F)(F)F)(=O)=O)(=[O:5])=[O:4].[Cl:16][C:17]1[CH:22]=[C:21]([C:23]([NH:25][CH2:26][C:27]2[CH:32]=[CH:31][CH:30]=[C:29]([O:33][Si:34]([C:37]([CH3:40])([CH3:39])[CH3:38])([CH3:36])[CH3:35])[CH:28]=2)=[O:24])[CH:20]=[C:19]([Cl:41])[C:18]=1O.C(N(CC)CC)C. The catalyst is ClCCl. The product is [F:1][C:2]([F:15])([F:14])[S:3]([O:6][C:18]1[C:17]([Cl:16])=[CH:22][C:21]([C:23]([NH:25][CH2:26][C:27]2[CH:32]=[CH:31][CH:30]=[C:29]([O:33][Si:34]([C:37]([CH3:39])([CH3:38])[CH3:40])([CH3:35])[CH3:36])[CH:28]=2)=[O:24])=[CH:20][C:19]=1[Cl:41])(=[O:5])=[O:4]. The yield is 0.970. (6) The reactants are [Cl:1][C:2]1[CH:7]=[CH:6][N:5]=[C:4]2[CH:8]=[C:9]([Sn](C)(C)C)[S:10][C:3]=12.Br[C:16]1[CH:21]=[CH:20][CH:19]=[CH:18][N:17]=1. No catalyst specified. The product is [Cl:1][C:2]1[CH:7]=[CH:6][N:5]=[C:4]2[CH:8]=[C:9]([C:16]3[CH:21]=[CH:20][CH:19]=[CH:18][N:17]=3)[S:10][C:3]=12. The yield is 0.310.